Dataset: Peptide-MHC class I binding affinity with 185,985 pairs from IEDB/IMGT. Task: Regression. Given a peptide amino acid sequence and an MHC pseudo amino acid sequence, predict their binding affinity value. This is MHC class I binding data. (1) The peptide sequence is SLENLDPDNK. The MHC is HLA-A33:01 with pseudo-sequence HLA-A33:01. The binding affinity (normalized) is 0.0744. (2) The peptide sequence is LVDYGLVSK. The MHC is HLA-A11:01 with pseudo-sequence HLA-A11:01. The binding affinity (normalized) is 0.335. (3) The peptide sequence is GFPSLESSF. The MHC is HLA-A69:01 with pseudo-sequence HLA-A69:01. The binding affinity (normalized) is 0.0847. (4) The peptide sequence is LARQHIAAL. The MHC is HLA-B48:01 with pseudo-sequence HLA-B48:01. The binding affinity (normalized) is 0.0847. (5) The peptide sequence is ERNEQGQTL. The MHC is HLA-B44:02 with pseudo-sequence HLA-B44:02. The binding affinity (normalized) is 0.0847.